From a dataset of NCI-60 drug combinations with 297,098 pairs across 59 cell lines. Regression. Given two drug SMILES strings and cell line genomic features, predict the synergy score measuring deviation from expected non-interaction effect. Drug 1: C1CC(=O)NC(=O)C1N2C(=O)C3=CC=CC=C3C2=O. Drug 2: C1CNP(=O)(OC1)N(CCCl)CCCl. Cell line: SF-539. Synergy scores: CSS=4.71, Synergy_ZIP=3.20, Synergy_Bliss=7.09, Synergy_Loewe=5.59, Synergy_HSA=4.58.